Dataset: Reaction yield outcomes from USPTO patents with 853,638 reactions. Task: Predict the reaction yield, written as a fraction of the theoretical maximum amount of product (1.0 means a 100% yield; for example, 0.34 means a 34% yield). (1) The reactants are [F:1][C:2]1[CH:10]=[CH:9][C:8]([N+:11]([O-:13])=[O:12])=[CH:7][C:3]=1[C:4](O)=[O:5].B.C1COCC1. The catalyst is C1COCC1. The product is [F:1][C:2]1[CH:10]=[CH:9][C:8]([N+:11]([O-:13])=[O:12])=[CH:7][C:3]=1[CH2:4][OH:5]. The yield is 1.00. (2) The reactants are [OH:1][CH:2]1[CH2:7][CH2:6][CH:5]([C:8](=O)[CH2:9][CH3:10])[CH2:4][CH2:3]1.[Cl:12][CH2:13][CH2:14][O:15][C:16]1[CH:21]=[CH:20][C:19]([C:22]([C:24]2[CH:29]=[CH:28][C:27]([OH:30])=[CH:26][CH:25]=2)=O)=[CH:18][CH:17]=1. No catalyst specified. The product is [Cl:12][CH2:13][CH2:14][O:15][C:16]1[CH:21]=[CH:20][C:19]([C:22]([C:24]2[CH:29]=[CH:28][C:27]([OH:30])=[CH:26][CH:25]=2)=[C:8]([CH:5]2[CH2:6][CH2:7][CH:2]([OH:1])[CH2:3][CH2:4]2)[CH2:9][CH3:10])=[CH:18][CH:17]=1. The yield is 0.520.